Dataset: CYP2C19 inhibition data for predicting drug metabolism from PubChem BioAssay. Task: Regression/Classification. Given a drug SMILES string, predict its absorption, distribution, metabolism, or excretion properties. Task type varies by dataset: regression for continuous measurements (e.g., permeability, clearance, half-life) or binary classification for categorical outcomes (e.g., BBB penetration, CYP inhibition). Dataset: cyp2c19_veith. (1) The compound is C=CCNC(=S)N/N=C/c1ccc(OCc2ccccc2)cc1. The result is 0 (non-inhibitor). (2) The compound is COC(=O)[C@@H]1C[C@H]1[C@@H](NC(=O)c1cnccn1)c1ccccc1. The result is 0 (non-inhibitor). (3) The molecule is CC(C)COC(=O)OCN1C(=O)CN(CCN2CC(=O)N(COC(=O)OCC(C)C)C(=O)C2)CC1=O. The result is 0 (non-inhibitor). (4) The drug is N#Cc1cc([N+](=O)[O-])cnc1NCC(O)CO. The result is 0 (non-inhibitor). (5) The drug is CS(=O)(=O)Nc1cccc(-c2nc(N3CCOCC3)c3ccccc3n2)c1. The result is 0 (non-inhibitor). (6) The drug is C/C=C\C(=O)N(CC)c1ccccc1C. The result is 0 (non-inhibitor). (7) The molecule is C#CCOCCCC(=O)O. The result is 0 (non-inhibitor). (8) The compound is COc1ccccc1CNc1nc(-c2ccc(N(C)C)cc2)nc2ccccc12. The result is 1 (inhibitor). (9) The drug is C[C@H](CN(C)C)C(=O)c1ccccc1C(=O)O. The result is 0 (non-inhibitor).